From a dataset of Reaction yield outcomes from USPTO patents with 853,638 reactions. Predict the reaction yield, written as a fraction of the theoretical maximum amount of product (1.0 means a 100% yield; for example, 0.34 means a 34% yield). (1) The reactants are [H-].[Na+].[Br:3][C:4]1[C:12]2[C:7](=[CH:8][N:9]=[C:10]([OH:13])[CH:11]=2)[S:6][CH:5]=1.S(OC)(O[CH3:18])(=O)=O. The catalyst is CN(C=O)C. The product is [Br:3][C:4]1[C:12]2[C:7](=[CH:8][N:9]=[C:10]([O:13][CH3:18])[CH:11]=2)[S:6][CH:5]=1. The yield is 0.200. (2) No catalyst specified. The yield is 0.810. The product is [CH2:37]([O:36][CH:34]1[CH:33]([NH:45][C:46]([CH:8]2[CH2:12][CH2:11][CH2:10][N:9]2[C:13](=[O:29])[CH:14]([NH:16][C:17](=[O:28])[C:18]2[CH:19]=[C:20]([CH3:27])[C:21]([O:25][CH3:26])=[C:22]([CH3:24])[CH:23]=2)[CH3:15])=[O:47])[CH2:32][C:31](=[O:30])[O:35]1)[CH3:38]. The reactants are C(OC([CH:8]1[CH2:12][CH2:11][CH2:10][N:9]1[C:13](=[O:29])[CH:14]([NH:16][C:17](=[O:28])[C:18]1[CH:23]=[C:22]([CH3:24])[C:21]([O:25][CH3:26])=[C:20]([CH3:27])[CH:19]=1)[CH3:15])=O)(C)(C)C.[O:30]=[C:31]1[O:35][CH:34]([O:36][CH2:37][CH2:38]C2C=CC=CC=2)[CH:33]([NH:45][C:46](C2CCCN2C(=O)C(NC(=O)C2C=CC(N)=C(Cl)C=2)C)=[O:47])[CH2:32]1. (3) The reactants are [F:1][C:2]([F:15])([F:14])[O:3][C:4]1[CH:13]=[CH:12][C:7]2[N:8]=[C:9]([NH2:11])[S:10][C:6]=2[CH:5]=1.[Cl:16][C:17]1[CH:18]=[C:19]([CH:23]=[CH:24][C:25]=1[Cl:26])[C:20](Cl)=[O:21].Br[CH:28]([CH2:33][CH3:34])[C:29]([O:31]C)=[O:30].COC1C=CC2N=C(N)SC=2C=1.ClC1C=C(C=CC=1)C(Cl)=O.BrCC(OCC)=O. No catalyst specified. The product is [Cl:16][C:17]1[CH:18]=[C:19]([CH:23]=[CH:24][C:25]=1[Cl:26])[C:20]([N:11]=[C:9]1[N:8]([CH:28]([CH2:33][CH3:34])[C:29]([OH:31])=[O:30])[C:7]2[CH:12]=[CH:13][C:4]([O:3][C:2]([F:1])([F:14])[F:15])=[CH:5][C:6]=2[S:10]1)=[O:21]. The yield is 0.120. (4) The reactants are Cl[CH2:2][CH2:3][CH2:4][N:5]1[C:14]2[C:9](=[CH:10][CH:11]=[CH:12][CH:13]=2)[CH:8]=[CH:7][C:6]1=[O:15].C([O-])([O-])=O.[K+].[K+].[CH2:22]([CH:26]1[CH2:31][CH2:30][NH:29][CH2:28][CH2:27]1)[CH2:23][CH2:24][CH3:25].CC#N. The catalyst is CCOC(C)=O. The product is [CH2:22]([CH:26]1[CH2:31][CH2:30][N:29]([CH2:2][CH2:3][CH2:4][N:5]2[C:14]3[C:9](=[CH:10][CH:11]=[CH:12][CH:13]=3)[CH:8]=[CH:7][C:6]2=[O:15])[CH2:28][CH2:27]1)[CH2:23][CH2:24][CH3:25]. The yield is 0.490. (5) The reactants are C[O:2][CH2:3][CH2:4][CH2:5][CH2:6][C:7]1([CH2:13][C:14]([N:16]([CH3:18])[CH3:17])=[O:15])[CH2:12][CH2:11][CH2:10][CH:9]=[CH:8]1.N[C@H](C(O)=O)CC1C=C2C(C=CC=C2)=CC=1.C1OCCOCCOCCOCCOC1.B(Br)(Br)Br.C([O-])(O)=O.[Na+]. The catalyst is C(Cl)Cl. The product is [OH:2][CH2:3][CH2:4][CH2:5][CH2:6][C:7]1([CH2:13][C:14]([N:16]([CH3:17])[CH3:18])=[O:15])[CH2:12][CH2:11][CH2:10][CH:9]=[CH:8]1. The yield is 0.830. (6) The reactants are [NH2:1][C:2]1[N:3]([CH3:20])[C:4](=[O:19])[C@:5]2([N:18]=1)[C:14]1[C:9](=[CH:10][CH:11]=[C:12](Br)[CH:13]=1)[CH2:8][C:7]([CH3:17])([CH3:16])[CH2:6]2.[N:21]1[CH:26]=[C:25](B(O)O)[CH:24]=[N:23][CH:22]=1.C([O-])([O-])=O.[Na+].[Na+]. The catalyst is C1C=CC([P]([Pd]([P](C2C=CC=CC=2)(C2C=CC=CC=2)C2C=CC=CC=2)([P](C2C=CC=CC=2)(C2C=CC=CC=2)C2C=CC=CC=2)[P](C2C=CC=CC=2)(C2C=CC=CC=2)C2C=CC=CC=2)(C2C=CC=CC=2)C2C=CC=CC=2)=CC=1.O1CCOCC1. The product is [NH2:1][C:2]1[N:3]([CH3:20])[C:4](=[O:19])[C@:5]2([N:18]=1)[C:14]1[C:9](=[CH:10][CH:11]=[C:12]([C:25]3[CH:26]=[N:21][CH:22]=[N:23][CH:24]=3)[CH:13]=1)[CH2:8][C:7]([CH3:17])([CH3:16])[CH2:6]2. The yield is 0.757.